Dataset: Merck oncology drug combination screen with 23,052 pairs across 39 cell lines. Task: Regression. Given two drug SMILES strings and cell line genomic features, predict the synergy score measuring deviation from expected non-interaction effect. (1) Drug 1: Cn1c(=O)n(-c2ccc(C(C)(C)C#N)cc2)c2c3cc(-c4cnc5ccccc5c4)ccc3ncc21. Drug 2: Cn1cc(-c2cnn3c(N)c(Br)c(C4CCCNC4)nc23)cn1. Cell line: T47D. Synergy scores: synergy=104. (2) Drug 1: O=C(NOCC(O)CO)c1ccc(F)c(F)c1Nc1ccc(I)cc1F. Drug 2: CC1(c2nc3c(C(N)=O)cccc3[nH]2)CCCN1. Cell line: T47D. Synergy scores: synergy=-6.51. (3) Drug 1: O=S1(=O)NC2(CN1CC(F)(F)F)C1CCC2Cc2cc(C=CCN3CCC(C(F)(F)F)CC3)ccc2C1. Drug 2: O=C(O)C1(Cc2cccc(Nc3nccs3)n2)CCC(Oc2cccc(Cl)c2F)CC1. Cell line: LOVO. Synergy scores: synergy=-0.916. (4) Drug 1: O=C(NOCC(O)CO)c1ccc(F)c(F)c1Nc1ccc(I)cc1F. Drug 2: COC1CC2CCC(C)C(O)(O2)C(=O)C(=O)N2CCCCC2C(=O)OC(C(C)CC2CCC(OP(C)(C)=O)C(OC)C2)CC(=O)C(C)C=C(C)C(O)C(OC)C(=O)C(C)CC(C)C=CC=CC=C1C. Cell line: NCIH2122. Synergy scores: synergy=24.4. (5) Drug 1: O=S1(=O)NC2(CN1CC(F)(F)F)C1CCC2Cc2cc(C=CCN3CCC(C(F)(F)F)CC3)ccc2C1. Drug 2: N.N.O=C(O)C1(C(=O)O)CCC1.[Pt]. Cell line: A427. Synergy scores: synergy=8.80. (6) Drug 1: CCC1=CC2CN(C1)Cc1c([nH]c3ccccc13)C(C(=O)OC)(c1cc3c(cc1OC)N(C)C1C(O)(C(=O)OC)C(OC(C)=O)C4(CC)C=CCN5CCC31C54)C2. Drug 2: O=C(CCCCCCC(=O)Nc1ccccc1)NO. Cell line: NCIH23. Synergy scores: synergy=-40.5.